Dataset: Catalyst prediction with 721,799 reactions and 888 catalyst types from USPTO. Task: Predict which catalyst facilitates the given reaction. (1) Reactant: [Cr](Cl)([O-])(=O)=O.[NH+]1C=CC=CC=1.[CH2:12]([C:16]1[CH:21]=[CH:20][C:19]([CH2:22][CH2:23][CH2:24][OH:25])=[C:18]([CH3:26])[CH:17]=1)[CH:13]([CH3:15])[CH3:14]. Product: [CH2:12]([C:16]1[CH:21]=[CH:20][C:19]([CH2:22][CH2:23][CH:24]=[O:25])=[C:18]([CH3:26])[CH:17]=1)[CH:13]([CH3:15])[CH3:14]. The catalyst class is: 4. (2) Reactant: [F:1][C:2]([F:18])([F:17])[C:3]1[CH:8]=[C:7]([C:9]2[CH:14]=[CH:13][C:12]([CH2:15][NH2:16])=[CH:11][N:10]=2)[CH:6]=[CH:5][N:4]=1.[C:19]([N:22]1[CH2:27][CH2:26][N:25]([C:28]2[CH:29]=[CH:30][C:31]([C:34]([OH:36])=O)=[N:32][CH:33]=2)[CH2:24][CH2:23]1)(=[O:21])[CH3:20].[CH3:37]N(C(ON1N=NC2C=CC=NC1=2)=[N+](C)C)C.F[P-](F)(F)(F)(F)F.CCN(C(C)C)C(C)C. Product: [C:19]([N:22]1[CH2:27][CH2:26][N:25]([C:28]2[CH:29]=[CH:30][C:31]([C:34]([NH:16][CH2:15][C:12]3[CH:13]=[C:14]([CH3:37])[C:9]([C:7]4[CH:6]=[CH:5][N:4]=[C:3]([C:2]([F:1])([F:17])[F:18])[CH:8]=4)=[N:10][CH:11]=3)=[O:36])=[N:32][CH:33]=2)[CH2:24][CH2:23]1)(=[O:21])[CH3:20]. The catalyst class is: 3. (3) Reactant: COC1N=C(C2C=CC=C(OC(F)(F)F)C=2)N(C)C=1C=O.C[O:23][C:24]([C:26]1[N:27]([CH3:44])[C:28]([C:33]2[CH:38]=[CH:37][CH:36]=[C:35]([O:39][C:40]([F:43])([F:42])[F:41])[CH:34]=2)=[N:29][C:30]=1[O:31][CH3:32])=[O:25].[Li+].[OH-].Cl. Product: [CH3:32][O:31][C:30]1[N:29]=[C:28]([C:33]2[CH:38]=[CH:37][CH:36]=[C:35]([O:39][C:40]([F:41])([F:42])[F:43])[CH:34]=2)[N:27]([CH3:44])[C:26]=1[C:24]([OH:25])=[O:23]. The catalyst class is: 36. (4) Reactant: Br[C:2]1[N:6]([CH3:7])[CH:5]=[N:4][CH:3]=1.C([Mg]Br)C.CON(C)[C:15](=[O:25])[C:16]1[CH:21]=[CH:20][C:19]([N+:22]([O-:24])=[O:23])=[CH:18][CH:17]=1. Product: [CH3:7][N:6]1[C:2]([C:15]([C:16]2[CH:17]=[CH:18][C:19]([N+:22]([O-:24])=[O:23])=[CH:20][CH:21]=2)=[O:25])=[CH:3][N:4]=[CH:5]1. The catalyst class is: 2.